Dataset: Retrosynthesis with 50K atom-mapped reactions and 10 reaction types from USPTO. Task: Predict the reactants needed to synthesize the given product. (1) The reactants are: CCN(CC)C/C=C\c1cc(F)ccc1S(=O)(=O)Cc1ccc2c(c1C(=O)OC)OC[C@@H]1C[C@H]21. Given the product CCN(CC)C/C=C\c1cc(F)ccc1S(=O)(=O)Cc1ccc2c(c1C(=O)O)OC[C@@H]1C[C@H]21, predict the reactants needed to synthesize it. (2) Given the product O=C(O)c1cc2cc(-c3ccc(C(F)(F)F)cc3)ccc2s1, predict the reactants needed to synthesize it. The reactants are: CCOC(=O)c1cc2cc(-c3ccc(C(F)(F)F)cc3)ccc2s1. (3) Given the product CCC(CC)n1cc(CN(C)C)c2c(C)nc(N(CC)c3c(C)cc(C)cc3C)nc21, predict the reactants needed to synthesize it. The reactants are: C=O.CCC(CC)n1ccc2c(C)nc(N(CC)c3c(C)cc(C)cc3C)nc21.CNC. (4) Given the product Fc1cnc(Cl)nc1NC1CCNCC1, predict the reactants needed to synthesize it. The reactants are: CC(C)(C)OC(=O)N1CCC(Nc2nc(Cl)ncc2F)CC1.